This data is from Catalyst prediction with 721,799 reactions and 888 catalyst types from USPTO. The task is: Predict which catalyst facilitates the given reaction. Reactant: [CH2:1]([N:8]1[C:16]2[C:11](=[CH:12][C:13]([N+:17]([O-])=O)=[CH:14][CH:15]=2)[CH:10]=[CH:9]1)[C:2]1[CH:7]=[CH:6][CH:5]=[CH:4][CH:3]=1.[H][H]. Product: [NH2:17][C:13]1[CH:12]=[C:11]2[C:16](=[CH:15][CH:14]=1)[N:8]([CH2:1][C:2]1[CH:3]=[CH:4][CH:5]=[CH:6][CH:7]=1)[CH:9]=[CH:10]2. The catalyst class is: 407.